This data is from Full USPTO retrosynthesis dataset with 1.9M reactions from patents (1976-2016). The task is: Predict the reactants needed to synthesize the given product. (1) Given the product [Cl:6][C:7]1[CH:8]=[CH:9][C:10]([N:24]2[CH:28]=[CH:27][CH:26]=[C:25]2[CH:29]=[O:31])=[C:11]([C:13](=[O:14])[C:15]2[CH:20]=[CH:19][CH:18]=[C:17]([O:21][CH3:22])[C:16]=2[F:23])[CH:12]=1, predict the reactants needed to synthesize it. The reactants are: P(Cl)(Cl)(Cl)=O.[Cl:6][C:7]1[CH:8]=[CH:9][C:10]([N:24]2[CH:28]=[CH:27][CH:26]=[CH:25]2)=[C:11]([C:13]([C:15]2[CH:20]=[CH:19][CH:18]=[C:17]([O:21][CH3:22])[C:16]=2[F:23])=[O:14])[CH:12]=1.[C:29]([O-])(=[O:31])C.[Na+]. (2) Given the product [Br:16][C:17]1[CH:22]=[CH:21][C:20]([O:23][CH2:9][CH2:10][N:11]2[CH2:15][CH2:14][CH2:13][CH2:12]2)=[C:19]([Cl:24])[CH:18]=1, predict the reactants needed to synthesize it. The reactants are: C([O-])([O-])=O.[K+].[K+].Cl.Cl[CH2:9][CH2:10][N:11]1[CH2:15][CH2:14][CH2:13][CH2:12]1.[Br:16][C:17]1[CH:22]=[CH:21][C:20]([OH:23])=[C:19]([Cl:24])[CH:18]=1. (3) Given the product [Br:1][CH2:2][C:3](=[O:7])[C:4]([O:6][CH2:17][CH2:16][O:15][CH2:8][C:9]1[CH:14]=[CH:13][CH:12]=[CH:11][CH:10]=1)=[O:5], predict the reactants needed to synthesize it. The reactants are: [Br:1][CH2:2][C:3](=[O:7])[C:4]([OH:6])=[O:5].[CH2:8]([O:15][CH:16](O)[CH3:17])[C:9]1[CH:14]=[CH:13][CH:12]=[CH:11][CH:10]=1.ClC(OC)OC. (4) Given the product [Cl:1][C:2]1[CH:7]=[CH:6][C:5]([C:8]([N:10]2[CH2:15][CH2:14][O:13][CH2:12][CH2:11]2)=[O:9])=[C:4]([CH:3]=1)[C:18]#[N:19], predict the reactants needed to synthesize it. The reactants are: [Cl:1][C:2]1[CH:7]=[CH:6][C:5]([C:8]([N:10]2[CH2:15][CH2:14][O:13][CH2:12][CH2:11]2)=[O:9])=[C:4](I)[CH:3]=1.[Cu](C#N)[C:18]#[N:19]. (5) The reactants are: Br.[CH3:2][O:3][C:4]1[CH:5]=[C:6]2[C:15](=[CH:16][CH:17]=1)[C:10]1[N:11]=[C:12]([NH2:14])[S:13][C:9]=1[CH2:8][CH2:7]2.[Cl:18][C:19]1[S:20][C:21]([S:25](Cl)(=[O:27])=[O:26])=[CH:22][C:23]=1[Cl:24]. Given the product [Cl:24][C:23]1[CH:22]=[C:21]([S:25]([NH:14][C:12]2[S:13][C:9]3[CH2:8][CH2:7][C:6]4[C:15](=[CH:16][CH:17]=[C:4]([O:3][CH3:2])[CH:5]=4)[C:10]=3[N:11]=2)(=[O:27])=[O:26])[S:20][C:19]=1[Cl:18], predict the reactants needed to synthesize it. (6) Given the product [CH3:29][O:28][C:26]([C:25]1[CH:30]=[CH:31][C:22]([C:20]([NH:1][C:2]2[CH:3]=[CH:4][C:5]([C:6]([NH:8][NH:9][C:10]([O:12][C:13]([CH3:15])([CH3:14])[CH3:16])=[O:11])=[O:7])=[CH:17][CH:18]=2)=[O:21])=[CH:23][CH:24]=1)=[O:27], predict the reactants needed to synthesize it. The reactants are: [NH2:1][C:2]1[CH:18]=[CH:17][C:5]([C:6]([NH:8][NH:9][C:10]([O:12][C:13]([CH3:16])([CH3:15])[CH3:14])=[O:11])=[O:7])=[CH:4][CH:3]=1.Cl[C:20]([C:22]1[CH:31]=[CH:30][C:25]([C:26]([O:28][CH3:29])=[O:27])=[CH:24][CH:23]=1)=[O:21]. (7) The reactants are: [OH:1][CH2:2]/[CH:3]=[C:4](/[C:6]1[CH:11]=[CH:10][C:9]([C:12]2[CH:17]=[CH:16][C:15]([C:18](=[O:20])[CH3:19])=[CH:14][CH:13]=2)=[CH:8][CH:7]=1)\[CH3:5].[CH2:21]([O:23][C@@H:24]([CH2:30][C:31]1[CH:36]=[CH:35][C:34](O)=[CH:33][CH:32]=1)[C:25]([O:27][CH2:28][CH3:29])=[O:26])[CH3:22]. Given the product [C:18]([C:15]1[CH:14]=[CH:13][C:12]([C:9]2[CH:10]=[CH:11][C:6](/[C:4](/[CH3:5])=[CH:3]/[CH2:2][O:1][C:34]3[CH:33]=[CH:32][C:31]([CH2:30][C@H:24]([O:23][CH2:21][CH3:22])[C:25]([O:27][CH2:28][CH3:29])=[O:26])=[CH:36][CH:35]=3)=[CH:7][CH:8]=2)=[CH:17][CH:16]=1)(=[O:20])[CH3:19], predict the reactants needed to synthesize it. (8) Given the product [Cl:1][C:2]1[N:11]=[CH:10][C:9]2[N:8]([CH2:12][C:13]([NH:48][CH2:47][CH2:46][O:45][CH3:44])=[O:15])[CH2:7][C@@H:6]3[CH2:16][O:17][CH2:18][CH2:19][N:5]3[C:4]=2[N:3]=1, predict the reactants needed to synthesize it. The reactants are: [Cl:1][C:2]1[N:11]=[CH:10][C:9]2[N:8]([CH2:12][C:13]([OH:15])=O)[CH2:7][C@@H:6]3[CH2:16][O:17][CH2:18][CH2:19][N:5]3[C:4]=2[N:3]=1.CN(C(ON1N=NC2C=CC=NC1=2)=[N+](C)C)C.F[P-](F)(F)(F)(F)F.[CH3:44][O:45][CH2:46][CH2:47][NH2:48].C(N(CC)CC)C.